Predict which catalyst facilitates the given reaction. From a dataset of Catalyst prediction with 721,799 reactions and 888 catalyst types from USPTO. (1) The catalyst class is: 33. Reactant: [F:1][C:2]1[CH:3]=[C:4]([C:8]2[CH:13]=[CH:12][C:11]([C:14](=[O:21])[CH2:15][CH2:16][C:17]([O:19]C)=[O:18])=[CH:10][CH:9]=2)[CH:5]=[CH:6][CH:7]=1. Product: [F:1][C:2]1[CH:3]=[C:4]([C:8]2[CH:13]=[CH:12][C:11]([C:14](=[O:21])[CH2:15][CH2:16][C:17]([OH:19])=[O:18])=[CH:10][CH:9]=2)[CH:5]=[CH:6][CH:7]=1. (2) Reactant: C(N(CC)CC)C.[C:8]([O:17]CC)(=O)[C:9]#[C:10][C:11]([O:13][CH2:14][CH3:15])=[O:12].Cl.[CH:21](=[NH:23])[NH2:22]. Product: [OH:17][C:8]1[N:23]=[CH:21][N:22]=[C:10]([C:11]([O:13][CH2:14][CH3:15])=[O:12])[CH:9]=1. The catalyst class is: 23. (3) Reactant: C([O:3][C:4]([C:6]1([CH2:21][CH2:22]OC)[CH2:11][CH2:10][N:9]([S:12]([C:15]2[CH:20]=[CH:19][CH:18]=[CH:17][CH:16]=2)(=[O:14])=[O:13])[CH2:8][CH2:7]1)=O)C.[Cl-].C[Al+]C.[NH2:29][C:30]1[CH:31]=[N:32][CH:33]=[CH:34][CH:35]=1. Product: [C:15]1([S:12]([N:9]2[CH2:10][CH2:11][C:6]3([C:4](=[O:3])[N:29]([C:30]4[CH:31]=[N:32][CH:33]=[CH:34][CH:35]=4)[CH2:22][CH2:21]3)[CH2:7][CH2:8]2)(=[O:13])=[O:14])[CH:20]=[CH:19][CH:18]=[CH:17][CH:16]=1. The catalyst class is: 194. (4) Reactant: [CH3:1][Si](C=[N+]=[N-])(C)C.[CH3:8][O:9][C:10]1[N:15]=[N:14][C:13]([N:16]2[C:20]([C:21]3[CH:26]=[N:25][C:24]([CH3:27])=[CH:23][N:22]=3)=[CH:19][C:18]([C:28]([OH:30])=[O:29])=[N:17]2)=[CH:12][CH:11]=1. Product: [CH3:8][O:9][C:10]1[N:15]=[N:14][C:13]([N:16]2[C:20]([C:21]3[CH:26]=[N:25][C:24]([CH3:27])=[CH:23][N:22]=3)=[CH:19][C:18]([C:28]([O:30][CH3:1])=[O:29])=[N:17]2)=[CH:12][CH:11]=1. The catalyst class is: 98. (5) Reactant: Cl.[CH3:2][O:3][C:4](=[O:10])[C@@H:5]1[CH2:9][CH2:8][CH2:7][NH:6]1.[Cl:11][C:12]1[CH:13]=[C:14]([S:19](Cl)(=[O:21])=[O:20])[CH:15]=[C:16]([Cl:18])[CH:17]=1. Product: [CH3:2][O:3][C:4](=[O:10])[C@@H:5]1[CH2:9][CH2:8][CH2:7][N:6]1[S:19]([C:14]1[CH:13]=[C:12]([Cl:11])[CH:17]=[C:16]([Cl:18])[CH:15]=1)(=[O:21])=[O:20]. The catalyst class is: 228. (6) Reactant: [F:1][C:2]1[C:31]([F:32])=[CH:30][CH:29]=[CH:28][C:3]=1[O:4][C:5]1[CH:10]=[CH:9][C:8]([C:11]2[C:19]3[C:14](=[N:15][CH:16]=[N:17][C:18]=3[NH2:20])[N:13]([CH2:21][C@@H:22]3[CH2:26][CH2:25][CH2:24][NH:23]3)[N:12]=2)=[C:7]([F:27])[CH:6]=1.[C:33]([CH2:35][C:36](O)=[O:37])#[N:34].CN(C(ON1N=NC2C=CC=NC1=2)=[N+](C)C)C.F[P-](F)(F)(F)(F)F. Product: [NH2:20][C:18]1[N:17]=[CH:16][N:15]=[C:14]2[N:13]([CH2:21][C@@H:22]3[CH2:26][CH2:25][CH2:24][N:23]3[C:36](=[O:37])[CH2:35][C:33]#[N:34])[N:12]=[C:11]([C:8]3[CH:9]=[CH:10][C:5]([O:4][C:3]4[CH:28]=[CH:29][CH:30]=[C:31]([F:32])[C:2]=4[F:1])=[CH:6][C:7]=3[F:27])[C:19]=12. The catalyst class is: 34. (7) Reactant: [NH2:1][C:2]1[N:6]([C:7]2[CH:12]=[CH:11][CH:10]=[CH:9][CH:8]=2)[N:5]=[CH:4][C:3]=1[C:13]([OH:15])=O.CCN(C(C)C)C(C)C.CN(C(ON1N=NC2C=CC=NC1=2)=[N+](C)C)C.F[P-](F)(F)(F)(F)F.[NH2:49][CH2:50][C@:51]([OH:69])([CH2:56][C:57]([C:60]1[C:68]2[O:67][CH2:66][CH2:65][C:64]=2[CH:63]=[CH:62][CH:61]=1)([CH3:59])[CH3:58])[C:52]([F:55])([F:54])[F:53]. Product: [NH2:1][C:2]1[N:6]([C:7]2[CH:8]=[CH:9][CH:10]=[CH:11][CH:12]=2)[N:5]=[CH:4][C:3]=1[C:13]([NH:49][CH2:50][C@@:51]([OH:69])([C:52]([F:53])([F:54])[F:55])[CH2:56][C:57]([C:60]1[C:68]2[O:67][CH2:66][CH2:65][C:64]=2[CH:63]=[CH:62][CH:61]=1)([CH3:58])[CH3:59])=[O:15]. The catalyst class is: 3.